This data is from Full USPTO retrosynthesis dataset with 1.9M reactions from patents (1976-2016). The task is: Predict the reactants needed to synthesize the given product. The reactants are: [CH:1]1([C:6]2[CH:7]=[C:8]([CH:12]=[C:13]([O:15][CH3:16])[N:14]=2)[C:9]([OH:11])=O)[CH2:5][CH2:4][CH2:3][CH2:2]1.CN(C=O)C.[Cl:22][C:23]1[CH:24]=[C:25]([CH:30]=[C:31]([CH3:42])[C:32]=1[O:33][CH2:34][CH:35]([O:39][CH2:40][CH3:41])[O:36][CH2:37][CH3:38])[C:26](=[NH:29])[NH:27]O.CN(C(ON1N=NC2C=CC=CC1=2)=[N+](C)C)C.[B-](F)(F)(F)F. Given the product [Cl:22][C:23]1[CH:24]=[C:25]([C:26]2[N:29]=[C:9]([C:8]3[CH:12]=[C:13]([O:15][CH3:16])[N:14]=[C:6]([CH:1]4[CH2:2][CH2:3][CH2:4][CH2:5]4)[CH:7]=3)[O:11][N:27]=2)[CH:30]=[C:31]([CH3:42])[C:32]=1[O:33][CH2:34][CH:35]([O:39][CH2:40][CH3:41])[O:36][CH2:37][CH3:38], predict the reactants needed to synthesize it.